This data is from CYP3A4 inhibition data for predicting drug metabolism from PubChem BioAssay. The task is: Regression/Classification. Given a drug SMILES string, predict its absorption, distribution, metabolism, or excretion properties. Task type varies by dataset: regression for continuous measurements (e.g., permeability, clearance, half-life) or binary classification for categorical outcomes (e.g., BBB penetration, CYP inhibition). Dataset: cyp3a4_veith. (1) The compound is CC1=C(C(=O)OCc2ccccc2)C(c2ccccc2)NC(=O)N1CCCCCC(=O)O. The result is 0 (non-inhibitor). (2) The compound is CC(CCc1ccccc1)NC(=O)C(=O)NCCO. The result is 0 (non-inhibitor).